From a dataset of Full USPTO retrosynthesis dataset with 1.9M reactions from patents (1976-2016). Predict the reactants needed to synthesize the given product. (1) Given the product [C:28]([C:16]1[CH:15]=[N:14][N:13]([CH3:12])[C:17]=1[C:18]1[CH:19]=[CH:20][C:21]([C:24]([F:27])([F:26])[F:25])=[CH:22][CH:23]=1)#[CH:29], predict the reactants needed to synthesize it. The reactants are: C(=O)([O-])[O-].[K+].[K+].O1CCCC1.[CH3:12][N:13]1[C:17]([C:18]2[CH:23]=[CH:22][C:21]([C:24]([F:27])([F:26])[F:25])=[CH:20][CH:19]=2)=[C:16]([C:28]#[C:29][Si](C)(C)C)[CH:15]=[N:14]1. (2) Given the product [ClH:41].[ClH:41].[C:38]([NH:37][C@@H:32]([CH2:31][S:30][C:28](=[O:29])[C@@H:14]([NH:15][C:16](=[O:27])[CH2:17][CH2:18][NH2:19])[CH2:13][C:12]1[NH:8][CH:9]=[N:10][CH:11]=1)[C:33]([O:35][CH3:36])=[O:34])(=[O:40])[CH3:39], predict the reactants needed to synthesize it. The reactants are: C(OC([N:8]1[C:12]([CH2:13][CH:14]([C:28]([S:30][CH2:31][CH:32]([NH:37][C:38](=[O:40])[CH3:39])[C:33]([O:35][CH3:36])=[O:34])=[O:29])[NH:15][C:16](=[O:27])[CH2:17][CH2:18][NH:19]C(OC(C)(C)C)=O)=[CH:11][N:10]=[CH:9]1)=O)(C)(C)C.[ClH:41]. (3) Given the product [C:1]([O:5][C:6]([NH:8][C@@H:9]1[CH2:14][C@H:13]([NH:15][C:16]([O:18][C:19]([CH3:22])([CH3:21])[CH3:20])=[O:17])[CH2:12][N:11]([C:23]2[C:32]([N:33]3[CH2:34][C@@H:35]([NH:47][C:48]([O:50][C:51]([CH3:54])([CH3:53])[CH3:52])=[O:49])[CH2:36][C@@H:37]([NH:39][C:40]([O:42][C:43]([CH3:46])([CH3:45])[CH3:44])=[O:41])[CH2:38]3)=[N:31][C:30]3[C:25](=[CH:26][CH:27]=[C:28]([NH:55][C:63](=[O:64])[C:62]4[CH:61]=[CH:60][C:59]([N+:56]([O-:58])=[O:57])=[CH:67][CH:66]=4)[CH:29]=3)[N:24]=2)[CH2:10]1)=[O:7])([CH3:2])([CH3:3])[CH3:4], predict the reactants needed to synthesize it. The reactants are: [C:1]([O:5][C:6]([NH:8][C@@H:9]1[CH2:14][C@H:13]([NH:15][C:16]([O:18][C:19]([CH3:22])([CH3:21])[CH3:20])=[O:17])[CH2:12][N:11]([C:23]2[C:32]([N:33]3[CH2:38][C@@H:37]([NH:39][C:40]([O:42][C:43]([CH3:46])([CH3:45])[CH3:44])=[O:41])[CH2:36][C@@H:35]([NH:47][C:48]([O:50][C:51]([CH3:54])([CH3:53])[CH3:52])=[O:49])[CH2:34]3)=[N:31][C:30]3[C:25](=[CH:26][CH:27]=[C:28]([NH2:55])[CH:29]=3)[N:24]=2)[CH2:10]1)=[O:7])([CH3:4])([CH3:3])[CH3:2].[N+:56]([C:59]1[CH:67]=[CH:66][C:62]([C:63](Cl)=[O:64])=[CH:61][CH:60]=1)([O-:58])=[O:57].C(N(C(C)C)C(C)C)C.CCCCCC.CCOC(C)=O. (4) Given the product [C:1]1([CH:7]([N:39]2[CH2:40][CH2:41][N:36]([S:33]([CH3:32])(=[O:35])=[O:34])[CH2:37][CH2:38]2)[CH2:8][CH2:9][N:10]2[CH2:15][CH2:14][CH:13]([CH2:16][CH2:17][S:18]([C:21]3[CH:26]=[CH:25][C:24]([S:27]([CH3:30])(=[O:29])=[O:28])=[CH:23][CH:22]=3)(=[O:20])=[O:19])[CH2:12][CH2:11]2)[CH:6]=[CH:5][CH:4]=[CH:3][CH:2]=1, predict the reactants needed to synthesize it. The reactants are: [C:1]1([CH:7](Cl)[CH2:8][CH2:9][N:10]2[CH2:15][CH2:14][CH:13]([CH2:16][CH2:17][S:18]([C:21]3[CH:26]=[CH:25][C:24]([S:27]([CH3:30])(=[O:29])=[O:28])=[CH:23][CH:22]=3)(=[O:20])=[O:19])[CH2:12][CH2:11]2)[CH:6]=[CH:5][CH:4]=[CH:3][CH:2]=1.[CH3:32][S:33]([N:36]1[CH2:41][CH2:40][NH:39][CH2:38][CH2:37]1)(=[O:35])=[O:34].C(N(CC)CC)C. (5) Given the product [CH3:27][O:3][CH:1]([C:4]1[CH:13]=[CH:12][CH:11]=[C:10]2[C:5]=1[CH2:6][CH2:7][N:8]1[C:18](=[O:19])[CH2:17][N:16]=[C:15]([C:20]3[CH:24]=[CH:23][N:22]([CH3:25])[N:21]=3)[CH:14]=[C:9]12)[CH3:2], predict the reactants needed to synthesize it. The reactants are: [C:1]([C:4]1[CH:13]=[CH:12][CH:11]=[C:10]2[C:5]=1[CH2:6][CH2:7][N:8]1[C:18](=[O:19])[CH2:17][N:16]=[C:15]([C:20]3[CH:24]=[CH:23][N:22]([CH3:25])[N:21]=3)[CH:14]=[C:9]12)(=[O:3])[CH3:2].I[C:27]1C=CC=C2C=1CCN1C(=O)CN=C(C3C=CN(C)N=3)C=C12.C([Sn](CCCC)(CCCC)C(OCC)=C)CCC.Cl. (6) Given the product [NH2:11][CH2:10][C@@H:9]([C:22]([N:24]([CH3:26])[CH3:25])=[O:23])[NH:8][C:6]([O:5][C:1]([CH3:2])([CH3:3])[CH3:4])=[O:7], predict the reactants needed to synthesize it. The reactants are: [C:1]([O:5][C:6]([NH:8][CH:9]([C:22]([N:24]([CH3:26])[CH3:25])=[O:23])[CH2:10][NH:11]C(=O)OCC1C=CC=CC=1)=[O:7])([CH3:4])([CH3:3])[CH3:2]. (7) Given the product [NH2:1][C@H:6]1[C@H:11]([OH:2])[CH2:10][CH2:9][C@H:8]([C:13]([N:15]([CH3:17])[CH3:16])=[O:14])[CH2:7]1, predict the reactants needed to synthesize it. The reactants are: [NH4+:1].[OH-:2].[OH-].[Na+].O[C@@H:6]1[C@@H:11](Br)[CH2:10][CH2:9][C@H:8]([C:13]([N:15]([CH3:17])[CH3:16])=[O:14])[CH2:7]1.